Dataset: Catalyst prediction with 721,799 reactions and 888 catalyst types from USPTO. Task: Predict which catalyst facilitates the given reaction. (1) Reactant: [NH:1]1[C:9]2[C:4](=[CH:5][CH:6]=[CH:7][CH:8]=2)[CH2:3][C:2]1=[O:10].[Br:11][C:12]1[CH:13]=[C:14]([CH:20]=O)[C:15]([O:18][CH3:19])=[N:16][CH:17]=1.N1CCCCC1. Product: [Br:11][C:12]1[CH:13]=[C:14]([CH:20]=[C:3]2[C:4]3[C:9](=[CH:8][CH:7]=[CH:6][CH:5]=3)[NH:1][C:2]2=[O:10])[C:15]([O:18][CH3:19])=[N:16][CH:17]=1. The catalyst class is: 8. (2) Reactant: [CH:1]1([C:4]2[C:5]([O:14][CH2:15][C:16]34[CH2:25][CH:20]5[CH2:21][CH:22]([CH2:24][CH:18]([C:19]5([F:27])[F:26])[CH2:17]3)[CH2:23]4)=[CH:6][C:7]([F:13])=[C:8]([CH:12]=2)[C:9]([OH:11])=O)[CH2:3][CH2:2]1.C(N=C=NCCCN(C)C)C.[N:39]1([S:43]([NH2:46])(=[O:45])=[O:44])[CH2:42][CH2:41][CH2:40]1. Product: [N:39]1([S:43]([NH:46][C:9](=[O:11])[C:8]2[CH:12]=[C:4]([CH:1]3[CH2:3][CH2:2]3)[C:5]([O:14][CH2:15][C:16]34[CH2:17][CH:18]5[CH2:24][CH:22]([CH2:21][CH:20]([C:19]5([F:27])[F:26])[CH2:25]3)[CH2:23]4)=[CH:6][C:7]=2[F:13])(=[O:45])=[O:44])[CH2:42][CH2:41][CH2:40]1. The catalyst class is: 119. (3) Reactant: [OH:1][C:2]1[C:10]([Cl:11])=[CH:9][C:5]([C:6]([OH:8])=[O:7])=[CH:4][C:3]=1[Cl:12].C([O-])([O-])=O.[K+].[K+].[CH:19]1[CH:24]=[CH:23][C:22]([CH2:25]Br)=[CH:21][CH:20]=1.Cl. Product: [CH2:25]([O:1][C:2]1[C:3]([Cl:12])=[CH:4][C:5]([C:6]([OH:8])=[O:7])=[CH:9][C:10]=1[Cl:11])[C:22]1[CH:23]=[CH:24][CH:19]=[CH:20][CH:21]=1. The catalyst class is: 18. (4) Reactant: [F:1][C:2]1[C:3]([OH:17])=[CH:4][C:5]2[O:9][C:8]3[CH:10]=[CH:11][C:12]([C:14]#[N:15])=[CH:13][C:7]=3[C:6]=2[CH:16]=1.[Br:18]N1C(=O)CCC1=O. Product: [Br:18][C:4]1[C:5]2[O:9][C:8]3[CH:10]=[CH:11][C:12]([C:14]#[N:15])=[CH:13][C:7]=3[C:6]=2[CH:16]=[C:2]([F:1])[C:3]=1[OH:17]. The catalyst class is: 7. (5) Reactant: F[C:2]1[C:3]([N+:8]([O-:10])=[O:9])=[N:4][CH:5]=[CH:6][CH:7]=1.[NH:11]1[CH2:16][CH2:15][CH:14]([NH:17][C:18](=[O:24])[O:19][C:20]([CH3:23])([CH3:22])[CH3:21])[CH2:13][CH2:12]1.[CH2:25](N(C(C)C)C(C)C)[CH3:26]. Product: [CH2:25]([C:14]1([NH:17][C:18](=[O:24])[O:19][C:20]([CH3:21])([CH3:23])[CH3:22])[CH2:13][CH2:12][N:11]([C:2]2[C:3]([N+:8]([O-:10])=[O:9])=[N:4][CH:5]=[CH:6][CH:7]=2)[CH2:16][CH2:15]1)[CH3:26]. The catalyst class is: 8.